Dataset: Catalyst prediction with 721,799 reactions and 888 catalyst types from USPTO. Task: Predict which catalyst facilitates the given reaction. (1) Reactant: [CH3:1][C:2]1[S:30][C:5]2[O:6][C:7]3[CH:28]=[C:27]([CH3:29])[CH:26]=[CH:25][C:8]=3[N:9]=[C:10]([N:11]3[CH2:16][CH2:15][N:14]([CH2:17][C:18]([CH3:24])([CH3:23])[C:19]([O:21]C)=[O:20])[CH2:13][CH2:12]3)[C:4]=2[CH:3]=1.[OH-].[Na+].Cl. Product: [CH3:1][C:2]1[S:30][C:5]2[O:6][C:7]3[CH:28]=[C:27]([CH3:29])[CH:26]=[CH:25][C:8]=3[N:9]=[C:10]([N:11]3[CH2:16][CH2:15][N:14]([CH2:17][C:18]([CH3:24])([CH3:23])[C:19]([OH:21])=[O:20])[CH2:13][CH2:12]3)[C:4]=2[CH:3]=1. The catalyst class is: 252. (2) Reactant: Br[C:2]1[CH:3]=[CH:4][C:5]([NH:12][S:13]([C:16]2[CH:21]=[CH:20][CH:19]=[C:18]([C:22]3[CH:27]=[CH:26][C:25]([Cl:28])=[C:24]([Cl:29])[CH:23]=3)[CH:17]=2)(=[O:15])=[O:14])=[C:6]([S:8]([NH2:11])(=[O:10])=[O:9])[CH:7]=1.[C:30]1(B(O)O)[CH:35]=[CH:34][CH:33]=[CH:32][CH:31]=1.C(=O)([O-])[O-].[Na+].[Na+]. Product: [Cl:29][C:24]1[CH:23]=[C:22]([C:18]2[CH:17]=[C:16]([S:13]([NH:12][C:5]3[CH:4]=[CH:3][C:2]([C:30]4[CH:35]=[CH:34][CH:33]=[CH:32][CH:31]=4)=[CH:7][C:6]=3[S:8]([NH2:11])(=[O:10])=[O:9])(=[O:15])=[O:14])[CH:21]=[CH:20][CH:19]=2)[CH:27]=[CH:26][C:25]=1[Cl:28]. The catalyst class is: 128.